From a dataset of Retrosynthesis with 50K atom-mapped reactions and 10 reaction types from USPTO. Predict the reactants needed to synthesize the given product. (1) Given the product c1cc(OCC2CCCCC2)ccc1Cc1nnn[nH]1, predict the reactants needed to synthesize it. The reactants are: N#CCc1ccc(OCC2CCCCC2)cc1.[N-]=[N+]=[N-]. (2) The reactants are: CC(C)(COC(=O)c1cccc(C2=CCCc3ccccc32)c1)NS(=O)(=O)C(F)(F)F.N=C(N)N. Given the product N=C(N)NC(=O)c1cccc(C2=CCCc3ccccc32)c1, predict the reactants needed to synthesize it. (3) Given the product Nc1ccc(Cn2nccn2)cc1, predict the reactants needed to synthesize it. The reactants are: O=[N+]([O-])c1ccc(Cn2nccn2)cc1. (4) Given the product N#Cc1ccc(OCC23CC4CC(CC(C4)C2)C3)c(C2CCC2)c1, predict the reactants needed to synthesize it. The reactants are: N#Cc1ccc(OCC23CC4CC(CC(C4)C2)C3)c(C2(O)CCC2)c1. (5) Given the product OC1(c2ccc(Cl)cc2)CCN(Cc2cc3nc(Cl)nc(N4CCOCC4)c3s2)CC1, predict the reactants needed to synthesize it. The reactants are: O=Cc1cc2nc(Cl)nc(N3CCOCC3)c2s1.OC1(c2ccc(Cl)cc2)CCNCC1. (6) Given the product Cn1cc(B2OC(C)(C)C(C)(C)O2)cc(Nc2ccncn2)c1=O, predict the reactants needed to synthesize it. The reactants are: CC1(C)OB(B2OC(C)(C)C(C)(C)O2)OC1(C)C.Cn1cc(Br)cc(Nc2ccncn2)c1=O. (7) The reactants are: COc1ccc(B(O)O)cc1.Cc1cnc(Cl)c(C)n1. Given the product COc1ccc(-c2ncc(C)nc2C)cc1, predict the reactants needed to synthesize it.